This data is from Full USPTO retrosynthesis dataset with 1.9M reactions from patents (1976-2016). The task is: Predict the reactants needed to synthesize the given product. (1) The reactants are: CCOC([C@@H](N[C@H](C(N1[C@H](C(O)=O)C[C@@H]2[C@@H]1CCCC2)=O)C)CCC1C=CC=CC=1)=O.[CH3:32][CH:33]([C:35]([C:55]1[CH:56]=[CH:57][C:58]([O:63][CH3:64])=[C:59]([O:61][CH3:62])[CH:60]=1)([C:53]#[N:54])[CH2:36][CH2:37][CH2:38][N:39]([CH2:41][CH2:42][C:43]1[CH:44]=[CH:45][C:46]([O:51][CH3:52])=[C:47]([O:49][CH3:50])[CH:48]=1)[CH3:40])[CH3:34].Cl. Given the product [CH3:34][CH:33]([C:35]([C:55]1[CH:56]=[CH:57][C:58]([O:63][CH3:64])=[C:59]([O:61][CH3:62])[CH:60]=1)([C:53]#[N:54])[CH2:36][CH2:37][CH2:38][N:39]([CH2:41][CH2:42][C:43]1[CH:44]=[CH:45][C:46]([O:51][CH3:52])=[C:47]([O:49][CH3:50])[CH:48]=1)[CH3:40])[CH3:32], predict the reactants needed to synthesize it. (2) Given the product [CH2:13]([O:12][C:10]1[CH:9]=[C:8]([CH2:20][O:21][CH:22]2[CH2:27][CH2:26][CH2:25][CH2:24][O:23]2)[N:7]=[C:6]([C:4]([OH:5])=[O:3])[CH:11]=1)[C:14]1[CH:19]=[CH:18][CH:17]=[CH:16][CH:15]=1, predict the reactants needed to synthesize it. The reactants are: C([O:3][C:4]([C:6]1[CH:11]=[C:10]([O:12][CH2:13][C:14]2[CH:19]=[CH:18][CH:17]=[CH:16][CH:15]=2)[CH:9]=[C:8]([CH2:20][O:21][CH:22]2[CH2:27][CH2:26][CH2:25][CH2:24][O:23]2)[N:7]=1)=[O:5])C.[OH-].[Na+].O. (3) Given the product [N:13]1([C:2]2[CH:11]=[C:10]3[C:5]([C:6](=[O:12])[NH:7][CH:8]=[N:9]3)=[CH:4][CH:3]=2)[CH2:19][CH2:18][CH2:17][NH:16][CH2:15][CH2:14]1, predict the reactants needed to synthesize it. The reactants are: F[C:2]1[CH:11]=[C:10]2[C:5]([C:6](=[O:12])[NH:7][CH:8]=[N:9]2)=[CH:4][CH:3]=1.[NH:13]1[CH2:19][CH2:18][CH2:17][NH:16][CH2:15][CH2:14]1. (4) Given the product [F:23][C:20]1([F:24])[CH2:21][CH2:22][C@@H:18]([N:6]2[C:5]3[N:4]=[C:3]([NH:25][C:26]4[CH:36]=[CH:35][C:29]([C:30]([NH:32][CH2:33][CH3:34])=[O:31])=[CH:28][C:27]=4[O:37][CH3:38])[N:12]=[CH:11][C:10]=3[N:9]3[CH:13]=[N:14][N:15]=[C:8]3[C@H:7]2[CH2:16][CH3:17])[CH2:19]1, predict the reactants needed to synthesize it. The reactants are: Cl.Cl[C:3]1[N:12]=[CH:11][C:10]2[N:9]3[CH:13]=[N:14][N:15]=[C:8]3[C@@H:7]([CH2:16][CH3:17])[N:6]([C@@H:18]3[CH2:22][CH2:21][C:20]([F:24])([F:23])[CH2:19]3)[C:5]=2[N:4]=1.[NH2:25][C:26]1[CH:36]=[CH:35][C:29]([C:30]([NH:32][CH2:33][CH3:34])=[O:31])=[CH:28][C:27]=1[O:37][CH3:38]. (5) The reactants are: [C:1]([C:3]1[CH:4]=[C:5]([N:9]([CH2:14][C:15]2[CH:20]=[CH:19][C:18](I)=[CH:17][CH:16]=2)[C:10](=[O:13])[CH2:11][CH3:12])[CH:6]=[CH:7][CH:8]=1)#[N:2].[CH3:22][C:23]1[C:27](B(O)O)=[C:26]([CH3:31])[O:25][N:24]=1. Given the product [C:1]([C:3]1[CH:4]=[C:5]([N:9]([CH2:14][C:15]2[CH:20]=[CH:19][C:18]([C:27]3[C:23]([CH3:22])=[N:24][O:25][C:26]=3[CH3:31])=[CH:17][CH:16]=2)[C:10](=[O:13])[CH2:11][CH3:12])[CH:6]=[CH:7][CH:8]=1)#[N:2], predict the reactants needed to synthesize it. (6) Given the product [Cl:26][C:21]1[CH:22]=[CH:23][CH:24]=[CH:25][C:20]=1[N:18]([CH3:19])[C:16]([C:14]1[S:13][C:12]2[C:6]3[CH:5]=[CH:4][C:3]([NH:2][C:40]([NH:39][CH2:37][CH3:38])=[O:41])=[CH:27][C:7]=3[O:8][CH2:9][CH2:10][C:11]=2[CH:15]=1)=[O:17], predict the reactants needed to synthesize it. The reactants are: Cl.[NH2:2][C:3]1[CH:4]=[CH:5][C:6]2[C:12]3[S:13][C:14]([C:16]([N:18]([C:20]4[CH:25]=[CH:24][CH:23]=[CH:22][C:21]=4[Cl:26])[CH3:19])=[O:17])=[CH:15][C:11]=3[CH2:10][CH2:9][O:8][C:7]=2[CH:27]=1.CCN(C(C)C)C(C)C.[CH2:37]([N:39]=[C:40]=[O:41])[CH3:38].[Cl-].[NH4+].